Dataset: Catalyst prediction with 721,799 reactions and 888 catalyst types from USPTO. Task: Predict which catalyst facilitates the given reaction. (1) Reactant: CC(OI1(OC(C)=O)(OC(C)=O)OC(=O)C2C=CC=CC1=2)=O.[N:23]1([CH2:29][CH2:30][CH2:31][NH:32][C:33]2[C:45]3[C:44]4[C:39](=[CH:40][C:41]([C:46]([O:48][CH3:49])=[O:47])=[CH:42][CH:43]=4)[NH:38][C:37]=3[N:36]=[C:35]([CH2:50][C:51]3[CH:56]=[CH:55][CH:54]=[C:53]([CH:57]([OH:62])[C:58]([F:61])([F:60])[F:59])[CH:52]=3)[N:34]=2)[CH2:28][CH2:27][CH2:26][CH2:25][CH2:24]1. Product: [N:23]1([CH2:29][CH2:30][CH2:31][NH:32][C:33]2[C:45]3[C:44]4[C:39](=[CH:40][C:41]([C:46]([O:48][CH3:49])=[O:47])=[CH:42][CH:43]=4)[NH:38][C:37]=3[N:36]=[C:35]([CH2:50][C:51]3[CH:56]=[CH:55][CH:54]=[C:53]([C:57](=[O:62])[C:58]([F:59])([F:61])[F:60])[CH:52]=3)[N:34]=2)[CH2:24][CH2:25][CH2:26][CH2:27][CH2:28]1. The catalyst class is: 2. (2) Reactant: [CH3:1][C:2]1[C:3](=[O:10])[CH:4]=[C:5]([CH3:9])[C:6](=[O:8])[CH:7]=1.S(S([O-])=O)([O-])=O.[Na+].[Na+]. Product: [CH3:9][C:5]1[CH:4]=[C:3]([OH:10])[C:2]([CH3:1])=[CH:7][C:6]=1[OH:8]. The catalyst class is: 13.